Dataset: Forward reaction prediction with 1.9M reactions from USPTO patents (1976-2016). Task: Predict the product of the given reaction. (1) The product is: [C:20]1([CH2:26][C:27]([N:8]([CH2:9][C:10]2[CH:19]=[CH:18][C:13]([C:14]([O:16][CH3:17])=[O:15])=[CH:12][CH:11]=2)[CH:5]2[CH2:6][CH2:7][N:2]([CH3:1])[CH2:3][CH2:4]2)=[O:28])[CH:25]=[CH:24][CH:23]=[CH:22][CH:21]=1. Given the reactants [CH3:1][N:2]1[CH2:7][CH2:6][CH:5]([NH:8][CH2:9][C:10]2[CH:19]=[CH:18][C:13]([C:14]([O:16][CH3:17])=[O:15])=[CH:12][CH:11]=2)[CH2:4][CH2:3]1.[C:20]1([CH2:26][C:27](Cl)=[O:28])[CH:25]=[CH:24][CH:23]=[CH:22][CH:21]=1, predict the reaction product. (2) Given the reactants [S:1]1[CH:5]=[CH:4][CH:3]=[C:2]1[C:6]([C:8]1[CH:9]=[N:10][N:11]2[C:16]([C:17]3[CH:18]=[C:19]([CH:23]=[CH:24][CH:25]=3)[C:20]([OH:22])=O)=[CH:15][CH:14]=[N:13][C:12]=12)=[O:7].[NH2:26][C:27]1[CH:32]=[CH:31][CH:30]=[CH:29][CH:28]=1, predict the reaction product. The product is: [C:27]1([NH:26][C:20](=[O:22])[C:19]2[CH:23]=[CH:24][CH:25]=[C:17]([C:16]3[N:11]4[N:10]=[CH:9][C:8]([C:6]([C:2]5[S:1][CH:5]=[CH:4][CH:3]=5)=[O:7])=[C:12]4[N:13]=[CH:14][CH:15]=3)[CH:18]=2)[CH:32]=[CH:31][CH:30]=[CH:29][CH:28]=1. (3) Given the reactants [Cl:1][C:2]1[CH:7]=[C:6]([N:8]=[C:9]=[S:10])[CH:5]=[C:4]([C:11]([F:14])([F:13])[F:12])[C:3]=1[C:15]1[CH:20]=[CH:19][C:18]([S:21]([CH2:24][CH:25]2[CH2:30][CH2:29][CH2:28][N:27]([C:31]([O:33][C:34]([CH3:37])([CH3:36])[CH3:35])=[O:32])[CH2:26]2)(=[O:23])=[O:22])=[CH:17][CH:16]=1.[N:38]#[C:39][NH2:40].[Na].[CH3:42]O.CI, predict the reaction product. The product is: [Cl:1][C:2]1[CH:7]=[C:6]([N:8]([NH:38][C:39]#[N:40])[CH2:9][S:10][CH3:42])[CH:5]=[C:4]([C:11]([F:14])([F:12])[F:13])[C:3]=1[C:15]1[CH:20]=[CH:19][C:18]([S:21]([CH2:24][CH:25]2[CH2:30][CH2:29][CH2:28][N:27]([C:31]([O:33][C:34]([CH3:37])([CH3:36])[CH3:35])=[O:32])[CH2:26]2)(=[O:23])=[O:22])=[CH:17][CH:16]=1.